From a dataset of Reaction yield outcomes from USPTO patents with 853,638 reactions. Predict the reaction yield, written as a fraction of the theoretical maximum amount of product (1.0 means a 100% yield; for example, 0.34 means a 34% yield). (1) The reactants are [CH2:1]1[N:10]2[C@H:11]3[CH2:16][CH2:15][N:14](C(OCC)=O)[CH2:13][C@H:12]3[C:8]3[C:9]2=[C:4]([CH:5]=[CH:6][CH:7]=3)[NH:3][CH2:2]1.[OH-].[K+]. The catalyst is C(O)CCC. The product is [CH2:1]1[N:10]2[C@H:11]3[CH2:16][CH2:15][NH:14][CH2:13][C@H:12]3[C:8]3[C:9]2=[C:4]([CH:5]=[CH:6][CH:7]=3)[NH:3][CH2:2]1. The yield is 0.780. (2) The reactants are [C:1]1([N:7]2[C:11]([C:12]3[CH:17]=[CH:16][CH:15]=[CH:14][CH:13]=3)=[CH:10][CH:9]=[C:8]2[C:18]2[CH:19]=[C:20]3[C:25](=[CH:26][CH:27]=2)[CH:24]=[C:23]([OH:28])[CH:22]=[CH:21]3)[CH:6]=[CH:5][CH:4]=[CH:3][CH:2]=1.Br[CH2:30][C:31]([O:33][CH3:34])=[O:32].C(=O)([O-])[O-].[Cs+].[Cs+]. No catalyst specified. The product is [C:1]1([N:7]2[C:11]([C:12]3[CH:13]=[CH:14][CH:15]=[CH:16][CH:17]=3)=[CH:10][CH:9]=[C:8]2[C:18]2[CH:19]=[C:20]3[C:25](=[CH:26][CH:27]=2)[CH:24]=[C:23]([O:28][CH2:30][C:31]([O:33][CH3:34])=[O:32])[CH:22]=[CH:21]3)[CH:2]=[CH:3][CH:4]=[CH:5][CH:6]=1. The yield is 0.920.